Dataset: Reaction yield outcomes from USPTO patents with 853,638 reactions. Task: Predict the reaction yield, written as a fraction of the theoretical maximum amount of product (1.0 means a 100% yield; for example, 0.34 means a 34% yield). (1) The reactants are [CH2:1]([N:3]([CH2:12][CH2:13][OH:14])[C:4]1[CH:9]=[CH:8][C:7]([NH2:10])=[CH:6][C:5]=1[CH3:11])[CH3:2].[S:15](=[O:19])(=[O:18])([OH:17])[OH:16]. No catalyst specified. The product is [S:15]([OH:19])([OH:18])(=[O:17])=[O:16].[CH2:1]([N:3]([CH2:12][CH2:13][OH:14])[C:4]1[CH:9]=[CH:8][C:7]([NH2:10])=[CH:6][C:5]=1[CH3:11])[CH3:2]. The yield is 0.940. (2) The reactants are [CH2:1]([O:4][N:5]1[C:11](=[O:12])[N:10]2[CH2:13][CH:6]1[C:7]([CH2:16][O:17][CH3:18])=[CH:8][C@H:9]2[CH2:14][OH:15])[CH:2]=[CH2:3].I[CH3:20].[Al]. The catalyst is C(#N)C.[Ag]=O. The product is [CH2:1]([O:4][N:5]1[C:11](=[O:12])[N:10]2[CH2:13][CH:6]1[C:7]([CH2:16][O:17][CH3:18])=[CH:8][C@H:9]2[CH2:14][O:15][CH3:20])[CH:2]=[CH2:3]. The yield is 0.316. (3) The reactants are [CH3:1][O:2][C:3]([C:5]1[C:9]([NH:10][C:11](=[O:15])[CH2:12]CCl)=[CH:8][S:7][CH:6]=1)=[O:4].C(=O)([O-])[O-].[K+].[K+].[OH:22][C:23]1[CH:28]=[CH:27][C:26]([C:29]2[CH:34]=[CH:33][CH:32]=[CH:31][CH:30]=2)=[CH:25][CH:24]=1.O. The catalyst is CN(C)C=O. The product is [CH3:1][O:2][C:3]([C:5]1[C:9]([NH:10][C:11](=[O:15])[CH2:12][O:22][C:23]2[CH:24]=[CH:25][C:26]([C:29]3[CH:34]=[CH:33][CH:32]=[CH:31][CH:30]=3)=[CH:27][CH:28]=2)=[CH:8][S:7][CH:6]=1)=[O:4]. The yield is 0.870. (4) The reactants are [Cl:1][C:2]1[CH:10]=[CH:9][C:8]([S:11](=[O:15])(=[O:14])[NH:12][CH3:13])=[CH:7][C:3]=1[C:4]([OH:6])=[O:5].ClC1C=CC(S(O)=O)=CC=1C(O)=O.N1C[CH2:33][O:32][CH2:31][CH2:30]1. No catalyst specified. The product is [Cl:1][C:2]1[CH:10]=[CH:9][C:8]([S:11]([N:12]2[CH2:30][CH2:31][O:32][CH2:33][CH2:13]2)(=[O:15])=[O:14])=[CH:7][C:3]=1[C:4]([OH:6])=[O:5]. The yield is 1.00. (5) The reactants are Br[CH2:2][C:3]1[C:13]([Cl:14])=[N:12][CH:11]=[CH:10][C:4]=1[C:5]([O:7]CC)=O.Cl.[CH3:16][C:17]1[CH:18]=[C:19]([CH:34]([NH2:36])[CH3:35])[CH:20]=[N:21][C:22]=1[O:23][C:24]1[CH:25]=[N:26][C:27]([C:30]([F:33])([F:32])[F:31])=[CH:28][CH:29]=1. No catalyst specified. The product is [Cl:14][C:13]1[C:3]2[CH2:2][N:36]([CH:34]([C:19]3[CH:20]=[N:21][C:22]([O:23][C:24]4[CH:25]=[N:26][C:27]([C:30]([F:33])([F:32])[F:31])=[CH:28][CH:29]=4)=[C:17]([CH3:16])[CH:18]=3)[CH3:35])[C:5](=[O:7])[C:4]=2[CH:10]=[CH:11][N:12]=1. The yield is 0.500. (6) The reactants are [C:1]([C:5]1[NH:6][C:7]2[C:12]([CH:13]=1)=[CH:11][C:10]([N+:14]([O-])=O)=[CH:9][C:8]=2[C:17]([O-:19])=[O:18])([CH3:4])([CH3:3])[CH3:2].[CH3:20]O. The catalyst is [Ni]. The product is [NH2:14][C:10]1[CH:11]=[C:12]2[C:7](=[C:8]([C:17]([O:19][CH3:20])=[O:18])[CH:9]=1)[NH:6][C:5]([C:1]([CH3:4])([CH3:3])[CH3:2])=[CH:13]2. The yield is 0.680. (7) The reactants are [NH:1]([C:3]1[CH:4]=[C:5]([CH:8]=[CH:9][N:10]=1)[C:6]#[N:7])[NH2:2].CN(C)/[CH:13]=[CH:14]/[C:15]([O:17][CH2:18][CH3:19])=[O:16].CC(O)=O. The catalyst is CCO. The product is [C:6]([C:5]1[CH:8]=[CH:9][N:10]=[C:3]([NH:1][NH:2]/[CH:13]=[CH:14]/[C:15]([O:17][CH2:18][CH3:19])=[O:16])[CH:4]=1)#[N:7]. The yield is 0.350. (8) The reactants are C[Si](C)(C)CCOC[C:7]1([CH:23]([OH:30])[C:24]2[CH:29]=[CH:28][CH:27]=[CH:26][CH:25]=2)[CH:11]([S:12]([NH:15][C:16]2[O:20][N:19]=[C:18]([CH3:21])[C:17]=2[CH3:22])(=[O:14])=[O:13])[CH:10]=[CH:9][S:8]1.[F-].[Cs+]. The catalyst is CN(C=O)C. The product is [CH3:21][C:18]1[C:17]([CH3:22])=[C:16]([NH:15][S:12]([C:11]2[CH:10]=[CH:9][S:8][C:7]=2[CH:23]([OH:30])[C:24]2[CH:29]=[CH:28][CH:27]=[CH:26][CH:25]=2)(=[O:14])=[O:13])[O:20][N:19]=1. The yield is 0.510. (9) The reactants are COC1C=CC([C:9]2[S:13][C:12]3[CH:14]=[CH:15][CH:16]=[C:17](OC)[C:11]=3[CH:10]=2)=CC=1.FC1C=C(C=C(F)C=1F)C(Cl)=O.[Al+3].[Cl-].[Cl-].[Cl-].O. The catalyst is C(Cl)Cl.CCOC(C)=O. The product is [S:13]1[CH:9]=[CH:10][C:11]2[CH:17]=[CH:16][CH:15]=[CH:14][C:12]1=2. The yield is 0.100. (10) The reactants are [OH:1][C:2]1[C:6]([CH3:13])([CH2:7][CH2:8][CH2:9][CH2:10][CH2:11][CH3:12])[S:5][C:4](=[O:14])[CH:3]=1.I[CH:16]([CH3:20])[CH2:17][CH2:18][Cl:19]. No catalyst specified. The product is [Cl:19][CH2:18][CH2:17][CH2:16][CH2:20][O:1][C:2]1[C:6]([CH3:13])([CH2:7][CH2:8][CH2:9][CH2:10][CH2:11][CH3:12])[S:5][C:4](=[O:14])[CH:3]=1. The yield is 0.750.